From a dataset of Full USPTO retrosynthesis dataset with 1.9M reactions from patents (1976-2016). Predict the reactants needed to synthesize the given product. (1) Given the product [CH2:23]1[N:28]([C:36]([O:38][C:39]([CH3:42])([CH3:41])[CH3:40])=[O:37])[C@H:27]([C:29]([O:31][CH3:32])=[O:30])[CH2:26][N:25]2[CH2:33][CH2:34][CH2:35][C@H:24]12, predict the reactants needed to synthesize it. The reactants are: C(N1[C@H](C(OC)=O)CN2CCC[C@@H]2C1)C1C=CC=CC=1.Cl.Cl.[CH2:23]1[NH:28][C@H:27]([C:29]([O:31][CH3:32])=[O:30])[CH2:26][N:25]2[CH2:33][CH2:34][CH2:35][C@H:24]12.[C:36](O[C:36]([O:38][C:39]([CH3:42])([CH3:41])[CH3:40])=[O:37])([O:38][C:39]([CH3:42])([CH3:41])[CH3:40])=[O:37]. (2) Given the product [N:1]1([C:7]2([CH:11]([NH2:12])[C:13]3[CH:18]=[CH:17][CH:16]=[CH:15][CH:14]=3)[CH2:10][CH2:9][CH2:8]2)[CH2:6][CH2:5][O:4][CH2:3][CH2:2]1, predict the reactants needed to synthesize it. The reactants are: [N:1]1([C:7]2([C:11]#[N:12])[CH2:10][CH2:9][CH2:8]2)[CH2:6][CH2:5][O:4][CH2:3][CH2:2]1.[C:13]1([Li])[CH:18]=[CH:17][CH:16]=[CH:15][CH:14]=1. (3) Given the product [NH:15]1[CH:16]=[C:12]([CH2:10][C:6]2[C:3]3=[N:4][S:5][N:1]=[C:2]3[CH:9]=[CH:8][CH:7]=2)[N:13]=[CH:14]1, predict the reactants needed to synthesize it. The reactants are: [N:1]1[S:5][N:4]=[C:3]2[C:6]([C:10]([C:12]3[N:13]=[CH:14][N:15](C(C4C=CC=CC=4)(C4C=CC=CC=4)C4C=CC=CC=4)[CH:16]=3)=O)=[CH:7][CH:8]=[CH:9][C:2]=12.C([SiH](CC)CC)C.FC(F)(F)C(O)=O. (4) Given the product [C@@H:12]1([N:8]2[C:6]3[N:7]=[C:2]([NH:1][C:26](=[O:30])[CH:27]([CH3:29])[CH3:28])[NH:3][C:4](=[O:20])[C:5]=3[C:10]([I:11])=[CH:9]2)[O:17][C@H:16]([CH2:18][OH:19])[C@@H:14]([OH:15])[CH2:13]1, predict the reactants needed to synthesize it. The reactants are: [NH2:1][C:2]1[NH:3][C:4](=[O:20])[C:5]2[C:10]([I:11])=[CH:9][N:8]([C@@H:12]3[O:17][C@H:16]([CH2:18][OH:19])[C@@H:14]([OH:15])[CH2:13]3)[C:6]=2[N:7]=1.C[Si](C)(C)Cl.[C:26](O[C:26](=[O:30])[CH:27]([CH3:29])[CH3:28])(=[O:30])[CH:27]([CH3:29])[CH3:28].N.